Dataset: Peptide-MHC class II binding affinity with 134,281 pairs from IEDB. Task: Regression. Given a peptide amino acid sequence and an MHC pseudo amino acid sequence, predict their binding affinity value. This is MHC class II binding data. The peptide sequence is PTLAFPAGVCPTIGV. The MHC is DRB4_0101 with pseudo-sequence DRB4_0103. The binding affinity (normalized) is 0.199.